Dataset: Peptide-MHC class I binding affinity with 185,985 pairs from IEDB/IMGT. Task: Regression. Given a peptide amino acid sequence and an MHC pseudo amino acid sequence, predict their binding affinity value. This is MHC class I binding data. (1) The peptide sequence is MMWYWGPSLY. The MHC is HLA-A11:01 with pseudo-sequence HLA-A11:01. The binding affinity (normalized) is 0.574. (2) The MHC is HLA-A03:01 with pseudo-sequence HLA-A03:01. The binding affinity (normalized) is 0.0847. The peptide sequence is SRYWEPEFY. (3) The peptide sequence is LSWLSLDVSA. The MHC is Patr-A0101 with pseudo-sequence Patr-A0101. The binding affinity (normalized) is 0.336. (4) The peptide sequence is RIQENHGFI. The MHC is HLA-B39:01 with pseudo-sequence HLA-B39:01. The binding affinity (normalized) is 0.0847.